This data is from Full USPTO retrosynthesis dataset with 1.9M reactions from patents (1976-2016). The task is: Predict the reactants needed to synthesize the given product. (1) Given the product [OH:1][CH2:2][C@H:3]1[N:8]([S:23]([C:20]2[CH:21]=[CH:22][C:17]([CH3:27])=[CH:18][CH:19]=2)(=[O:25])=[O:24])[CH2:7][C@H:6]([OH:9])[CH2:5][CH2:4]1, predict the reactants needed to synthesize it. The reactants are: [OH:1][CH2:2][C@H:3]1[NH:8][CH2:7][C@H:6]([OH:9])[CH2:5][CH2:4]1.Cl.C(=O)([O-])[O-].[Na+].[Na+].[C:17]1([CH3:27])[CH:22]=[CH:21][C:20]([S:23](Cl)(=[O:25])=[O:24])=[CH:19][CH:18]=1. (2) Given the product [CH3:1][O:2][C:3](=[O:23])[C@H:4]([CH2:13][C:14]1[CH:19]=[CH:18][C:17]([NH2:20])=[CH:16][CH:15]=1)[NH:5][C:6]([O:8][C:9]([CH3:12])([CH3:10])[CH3:11])=[O:7], predict the reactants needed to synthesize it. The reactants are: [CH3:1][O:2][C:3](=[O:23])[C@H:4]([CH2:13][C:14]1[CH:19]=[CH:18][C:17]([N+:20]([O-])=O)=[CH:16][CH:15]=1)[NH:5][C:6]([O:8][C:9]([CH3:12])([CH3:11])[CH3:10])=[O:7].[Cl-].[NH4+].CO.